This data is from Forward reaction prediction with 1.9M reactions from USPTO patents (1976-2016). The task is: Predict the product of the given reaction. The product is: [C:20]([N:23]1[C:27]2[CH:28]=[CH:29][C:30]([Cl:32])=[CH:31][C:26]=2[S:25][CH:24]1[C:33]1[CH:38]=[C:37]([O:39][CH3:40])[CH:36]=[CH:35][C:34]=1[O:10][C:9]([C@H:8]1[C:7]([CH3:13])([CH3:12])[S:6][C@@H:5]([C:14]2[CH:15]=[CH:16][CH:17]=[CH:18][CH:19]=2)[N:4]1[C:1](=[O:3])[CH3:2])=[O:11])(=[O:22])[CH3:21]. Given the reactants [C:1]([N:4]1[C@@H:8]([C:9]([OH:11])=[O:10])[C:7]([CH3:13])([CH3:12])[S:6][C@H:5]1[C:14]1[CH:19]=[CH:18][CH:17]=[CH:16][CH:15]=1)(=[O:3])[CH3:2].[C:20]([N:23]1[C:27]2[CH:28]=[CH:29][C:30]([Cl:32])=[CH:31][C:26]=2[S:25][CH:24]1[C:33]1[CH:38]=[C:37]([O:39][CH3:40])[CH:36]=[CH:35][C:34]=1O)(=[O:22])[CH3:21].N(C(OCC)=O)=NC(OCC)=O, predict the reaction product.